Dataset: CYP3A4 inhibition data for predicting drug metabolism from PubChem BioAssay. Task: Regression/Classification. Given a drug SMILES string, predict its absorption, distribution, metabolism, or excretion properties. Task type varies by dataset: regression for continuous measurements (e.g., permeability, clearance, half-life) or binary classification for categorical outcomes (e.g., BBB penetration, CYP inhibition). Dataset: cyp3a4_veith. (1) The compound is CCOC(=O)c1c[nH]c2c(C)cc(C)cc2c1=O. The result is 1 (inhibitor). (2) The drug is CO[C@@H]1/C=C\CC(=O)N2CCC[C@@H]2C(=O)OC[C@@H](C)C(=O)OC[C@H]1C. The result is 0 (non-inhibitor). (3) The molecule is COC(=O)NC/C=C\c1nc(CCCO)co1. The result is 0 (non-inhibitor). (4) The molecule is O=C(CSc1nc2ccccc2c(=O)n1CCCC(=O)N1CCCC1)NCc1ccco1. The result is 1 (inhibitor). (5) The drug is O=c1c(-c2cccs2)nc2cncnc2n1Cc1ccc(F)cc1. The result is 1 (inhibitor). (6) The drug is O=C1c2c(O)ccc(O)c2C(=O)c2c(NCCNCCO)ccc(NCCNCCO)c21. The result is 0 (non-inhibitor).